From a dataset of Full USPTO retrosynthesis dataset with 1.9M reactions from patents (1976-2016). Predict the reactants needed to synthesize the given product. (1) The reactants are: [F:1][C:2]1[C:10]2[C:5](=[CH:6][CH:7]=[C:8]([CH:11]3[CH2:16][CH2:15][N:14]([CH2:17][CH2:18][N:19](C)[C:20](=O)OC(C)(C)C)[CH2:13][CH2:12]3)[CH:9]=2)[NH:4][C:3]=1[C:28]1[CH:33]=[C:32]([F:34])[CH:31]=[CH:30][C:29]=1[O:35][CH3:36].C(O)(C(F)(F)F)=O. Given the product [F:1][C:2]1[C:10]2[C:5](=[CH:6][CH:7]=[C:8]([CH:11]3[CH2:16][CH2:15][N:14]([CH2:17][CH2:18][NH:19][CH3:20])[CH2:13][CH2:12]3)[CH:9]=2)[NH:4][C:3]=1[C:28]1[CH:33]=[C:32]([F:34])[CH:31]=[CH:30][C:29]=1[O:35][CH3:36], predict the reactants needed to synthesize it. (2) Given the product [Br:1][C:2]1[CH:3]=[C:4]2[C:5](=[CH:11][CH:12]=1)[C:6](=[O:8])[N:14]([C@@:15]1([CH3:23])[CH2:20][CH2:19][C:18](=[O:21])[NH:17][C:16]1=[O:22])[C:9]2=[O:10], predict the reactants needed to synthesize it. The reactants are: [Br:1][C:2]1[CH:3]=[C:4]2[C:9](=[O:10])[O:8][C:6](=O)[C:5]2=[CH:11][CH:12]=1.Br.[NH2:14][C@@:15]1([CH3:23])[CH2:20][CH2:19][C:18](=[O:21])[NH:17][C:16]1=[O:22].C([O-])(=O)C.[Na+]. (3) The reactants are: Br[C:2]1[CH:3]=[C:4]2[C:9](=[CH:10][CH:11]=1)[N:8]=[C:7]([CH3:12])[CH:6]=[CH:5]2.[C:13]1(B(O)O)[CH:18]=[CH:17][CH:16]=[CH:15][CH:14]=1.C(=O)([O-])[O-].[Na+].[Na+]. Given the product [CH3:12][C:7]1[CH:6]=[CH:5][C:4]2[C:9](=[CH:10][CH:11]=[C:2]([C:13]3[CH:18]=[CH:17][CH:16]=[CH:15][CH:14]=3)[CH:3]=2)[N:8]=1, predict the reactants needed to synthesize it. (4) Given the product [Cl:22][C:23]1[CH:24]=[CH:25][C:26]([CH2:27][CH:28]2[CH2:32][CH2:31][N:30]([C:13]([C:9]3[CH:10]=[N:11][O:12][C:8]=3[C:5]3[CH:4]=[CH:3][C:2]([CH3:1])=[CH:7][CH:6]=3)=[O:15])[CH2:29]2)=[CH:33][CH:34]=1, predict the reactants needed to synthesize it. The reactants are: [CH3:1][C:2]1[CH:7]=[CH:6][C:5]([C:8]2[O:12][N:11]=[CH:10][C:9]=2[C:13]([OH:15])=O)=[CH:4][CH:3]=1.C(O)(=O)C(O)=O.[Cl:22][C:23]1[CH:34]=[CH:33][C:26]([CH2:27][CH:28]2[CH2:32][CH2:31][NH:30][CH2:29]2)=[CH:25][CH:24]=1. (5) Given the product [CH3:47][O:48][C:44]1[N:43]=[CH:42][N:41]=[C:40]([C:26]2[CH:25]=[CH:24][C:23]([C:20]3([C:17]4[N:13]5[CH2:14][CH2:15][S:16][C:10]([CH2:9][OH:8])([CH3:38])[CH2:11][C:12]5=[N:19][N:18]=4)[CH2:22][CH2:21]3)=[CH:28][CH:27]=2)[CH:45]=1, predict the reactants needed to synthesize it. The reactants are: [Si]([O:8][CH2:9][C:10]1([CH3:38])[S:16][CH2:15][CH2:14][N:13]2[C:17]([C:20]3([C:23]4[CH:28]=[CH:27][C:26](B5OC(C)(C)C(C)(C)O5)=[CH:25][CH:24]=4)[CH2:22][CH2:21]3)=[N:18][N:19]=[C:12]2[CH2:11]1)(C(C)(C)C)(C)C.Cl[C:40]1[CH:45]=[C:44](Cl)[N:43]=[CH:42][N:41]=1.[C:47](=O)([O-])[O-:48].[K+].[K+].C(=O)([O-])O.[Na+]. (6) Given the product [CH3:1][O:2][C:3](=[O:22])[CH2:4][C:9]1[C:18]2[C:13](=[CH:14][CH:15]=[C:16]([O:19][CH3:20])[N:17]=2)[N:12]=[CH:11][C:10]=1[Cl:21], predict the reactants needed to synthesize it. The reactants are: [CH3:1][O:2][C:3](=[O:22])[CH:4]([C:9]1[C:18]2[C:13](=[CH:14][CH:15]=[C:16]([O:19][CH3:20])[N:17]=2)[N:12]=[CH:11][C:10]=1[Cl:21])C(OC)=O.[Cl-].[Li+].O.C(OCC)(=O)C. (7) Given the product [CH3:39][O:40][C:41](=[O:54])[CH2:42][CH2:43][CH2:44][O:45][C:22]1[CH:23]=[CH:24][C:25]([C:28]2[CH:32]=[C:31]([CH2:33][N:14]3[CH:13]=[C:12]4[N:17]=[C:9]([C:3]5[CH:4]=[CH:5][CH:6]=[C:7]([F:8])[C:2]=5[F:1])[N:10]=[C:11]4[CH:16]=[N:15]3)[O:30][N:29]=2)=[CH:26][CH:27]=1, predict the reactants needed to synthesize it. The reactants are: [F:1][C:2]1[C:7]([F:8])=[CH:6][CH:5]=[CH:4][C:3]=1[C:9]1[N:17]=[C:12]2[CH:13]=[N:14][NH:15][CH:16]=[C:11]2[N:10]=1.C([C:22]1[CH:27]=[CH:26][C:25]([C:28]2[CH:32]=[C:31]([CH2:33]Cl)[O:30][N:29]=2)=[C:24](C(F)(F)F)[CH:23]=1)CCC.[CH3:39][O:40][C:41](=[O:54])[CH2:42][CH2:43][CH2:44][O:45]C1C=CC(C=O)=CC=1. (8) Given the product [C:1]([O:5][C:6](=[O:28])[NH:7][C:8]1[C:9]([CH2:26][F:27])([CH2:24][F:25])[O:10][CH2:11][C@:12]([C:16]2[CH:21]=[C:20]([NH:22][C:37]([C:34]3[C:33]([CH3:40])=[CH:32][C:31]([C:29]#[N:30])=[CH:36][N:35]=3)=[O:38])[CH:19]=[CH:18][C:17]=2[F:23])([CH2:14][F:15])[N:13]=1)([CH3:4])([CH3:2])[CH3:3], predict the reactants needed to synthesize it. The reactants are: [C:1]([O:5][C:6](=[O:28])[NH:7][C:8]1[C:9]([CH2:26][F:27])([CH2:24][F:25])[O:10][CH2:11][C@:12]([C:16]2[CH:21]=[C:20]([NH2:22])[CH:19]=[CH:18][C:17]=2[F:23])([CH2:14][F:15])[N:13]=1)([CH3:4])([CH3:3])[CH3:2].[C:29]([C:31]1[CH:32]=[C:33]([CH3:40])[C:34]([C:37](O)=[O:38])=[N:35][CH:36]=1)#[N:30].C1C=NC2N(O)N=NC=2C=1.C(Cl)CCl.